From a dataset of Reaction yield outcomes from USPTO patents with 853,638 reactions. Predict the reaction yield, written as a fraction of the theoretical maximum amount of product (1.0 means a 100% yield; for example, 0.34 means a 34% yield). (1) The product is [F:23][C:12]1[CH:13]=[N:14][C:15]2[C:20]([C:11]=1[CH2:10][CH2:9][N:7]1[CH2:6][CH2:5][N:4]([C:24]([O:26][CH2:27][CH:28]3[C:29]4[CH:30]=[CH:31][CH:32]=[CH:33][C:34]=4[C:35]4[C:40]3=[CH:39][CH:38]=[CH:37][CH:36]=4)=[O:25])[CH:3]([CH2:2][NH:1][CH2:52][C:50]3[CH:49]=[CH:48][C:45]4[S:46][CH2:47][C:42](=[O:41])[NH:43][C:44]=4[N:51]=3)[CH2:8]1)=[N:19][C:18]([O:21][CH3:22])=[CH:17][CH:16]=2. The yield is 0.750. The catalyst is C(Cl)Cl.CCO. The reactants are [NH2:1][CH2:2][CH:3]1[CH2:8][N:7]([CH2:9][CH2:10][C:11]2[C:20]3[C:15](=[CH:16][CH:17]=[C:18]([O:21][CH3:22])[N:19]=3)[N:14]=[CH:13][C:12]=2[F:23])[CH2:6][CH2:5][N:4]1[C:24]([O:26][CH2:27][CH:28]1[C:40]2[CH:39]=[CH:38][CH:37]=[CH:36][C:35]=2[C:34]2[C:29]1=[CH:30][CH:31]=[CH:32][CH:33]=2)=[O:25].[O:41]=[C:42]1[CH2:47][S:46][C:45]2[CH:48]=[CH:49][C:50]([CH:52]=O)=[N:51][C:44]=2[NH:43]1.[BH-](OC(C)=O)(OC(C)=O)OC(C)=O.[Na+]. (2) The reactants are C([O:8][C:9](=[O:24])[CH2:10][N:11]([CH2:13][CH2:14][N:15]([C:17]([O:19][C:20]([CH3:23])([CH3:22])[CH3:21])=[O:18])[CH3:16])[CH3:12])C1C=CC=CC=1. The catalyst is CO.[C].[Pd]. The product is [C:20]([O:19][C:17]([N:15]([CH3:16])[CH2:14][CH2:13][N:11]([CH2:10][C:9]([OH:24])=[O:8])[CH3:12])=[O:18])([CH3:23])([CH3:22])[CH3:21]. The yield is 1.00. (3) The reactants are [O-]CC.[Na+].[Na].[Cl:6][C:7]1[CH:8]=[C:9]([CH:18]=[CH:19][C:20]=1[Cl:21])[O:10][C:11](=[CH:14]N(C)C)[CH:12]=O.[NH2:22][C:23]([NH2:25])=[O:24]. The catalyst is C(O)C.C(O)(=O)C.O. The product is [Cl:6][C:7]1[CH:8]=[C:9]([CH:18]=[CH:19][C:20]=1[Cl:21])[O:10][C:11]1[CH:14]=[N:22][C:23]([OH:24])=[N:25][CH:12]=1. The yield is 0.170. (4) The reactants are [NH2:1][CH:2]1[CH2:7][CH2:6][N:5]([CH2:8][CH2:9][N:10]2[C:15](=[O:16])[CH2:14][O:13][C:12]3[N:17]=[CH:18][C:19]([Br:21])=[CH:20][C:11]2=3)[CH2:4][CH2:3]1.[O:22]=[C:23]1[CH2:28][O:27][C:26]2[CH:29]=[CH:30][C:31]([CH:33]=O)=[N:32][C:25]=2[NH:24]1.C([BH3-])#N.[Na+]. No catalyst specified. The product is [Br:21][C:19]1[CH:18]=[N:17][C:12]2[O:13][CH2:14][C:15](=[O:16])[N:10]([CH2:9][CH2:8][N:5]3[CH2:4][CH2:3][CH:2]([NH:1][CH2:33][C:31]4[CH:30]=[CH:29][C:26]5[O:27][CH2:28][C:23](=[O:22])[NH:24][C:25]=5[N:32]=4)[CH2:7][CH2:6]3)[C:11]=2[CH:20]=1. The yield is 0.410. (5) The reactants are Cl.[Br:2][C:3]1[CH:8]=[CH:7][C:6]([C:9]2[NH:13][C:12](=[O:14])[C:11]3([CH2:19][CH2:18][NH:17][CH2:16][CH2:15]3)[N:10]=2)=[CH:5][CH:4]=1.CCN(C(C)C)C(C)C.Cl[C:30]([O:32][CH3:33])=[O:31]. The catalyst is C(Cl)Cl. The product is [Br:2][C:3]1[CH:8]=[CH:7][C:6]([C:9]2[NH:13][C:12](=[O:14])[C:11]3([CH2:19][CH2:18][N:17]([C:30]([O:32][CH3:33])=[O:31])[CH2:16][CH2:15]3)[N:10]=2)=[CH:5][CH:4]=1. The yield is 1.00. (6) The reactants are [C:1]([CH2:3]P(=O)(OCC)OCC)#[N:2].[H-].[Na+].[CH2:14]1[C:18]2=[C:19]3[C:25](=O)[CH2:24][CH2:23][C:20]3=[N:21][CH:22]=[C:17]2[O:16][CH2:15]1. The catalyst is O1CCCC1.C(=O)([O-])O.[Na+]. The product is [CH2:14]1[C:18]2=[C:19]3[C:20]([CH2:23][CH2:24]/[C:25]/3=[CH:3]\[C:1]#[N:2])=[N:21][CH:22]=[C:17]2[O:16][CH2:15]1. The yield is 0.600. (7) The reactants are [OH:1][CH2:2][CH2:3][CH2:4][O:5][CH2:6][CH2:7][CH2:8][OH:9].F[C:11]([C:13]([C:19]([F:22])([F:21])[F:20])([C:15]([F:18])([F:17])[F:16])[F:14])=[O:12]. No catalyst specified. The product is [C:13]([C:11]([O:1][CH2:2][CH2:3][CH2:4][O:5][CH2:6][CH2:7][CH2:8][O:9][C:11]([C:13]([C:15]([F:16])([F:17])[F:18])([C:19]([F:20])([F:22])[F:21])[F:14])=[O:12])=[O:12])([C:19]([F:22])([F:21])[F:20])([C:15]([F:18])([F:17])[F:16])[F:14]. The yield is 0.810.